Predict the product of the given reaction. From a dataset of Forward reaction prediction with 1.9M reactions from USPTO patents (1976-2016). Given the reactants [Cl:1][C:2]1[CH:3]=[C:4]([C:8]2[N:13]=[C:12]([C:14]([OH:16])=O)[CH:11]=[CH:10][C:9]=2[CH3:17])[CH:5]=[CH:6][CH:7]=1.[NH2:18][C:19]([CH2:26][CH3:27])([CH2:24][CH3:25])[C:20]([NH:22][CH3:23])=[O:21], predict the reaction product. The product is: [CH2:24]([C:19]([NH:18][C:14]([C:12]1[CH:11]=[CH:10][C:9]([CH3:17])=[C:8]([C:4]2[CH:5]=[CH:6][CH:7]=[C:2]([Cl:1])[CH:3]=2)[N:13]=1)=[O:16])([C:20](=[O:21])[NH:22][CH3:23])[CH2:26][CH3:27])[CH3:25].